From a dataset of Reaction yield outcomes from USPTO patents with 853,638 reactions. Predict the reaction yield, written as a fraction of the theoretical maximum amount of product (1.0 means a 100% yield; for example, 0.34 means a 34% yield). (1) The reactants are [NH2:1][C:2]1[C:7]([C:8]([C:10]2[CH:15]=[C:14]([F:16])[CH:13]=[CH:12][C:11]=2[O:17][CH3:18])=[O:9])=[CH:6][N:5]=[C:4]([NH:19][CH:20]2[CH2:25][CH2:24][N:23]([S:26]([CH2:29][CH2:30][CH2:31]Cl)(=[O:28])=[O:27])[CH2:22][CH2:21]2)[N:3]=1.[I-].[K+].[CH3:35][N:36]1[CH2:41][CH2:40][NH:39][CH2:38][CH2:37]1. The catalyst is O1CCOCC1.C(Cl)Cl. The product is [NH2:1][C:2]1[C:7]([C:8]([C:10]2[CH:15]=[C:14]([F:16])[CH:13]=[CH:12][C:11]=2[O:17][CH3:18])=[O:9])=[CH:6][N:5]=[C:4]([NH:19][CH:20]2[CH2:25][CH2:24][N:23]([S:26]([CH2:29][CH2:30][CH2:31][N:39]3[CH2:40][CH2:41][N:36]([CH3:35])[CH2:37][CH2:38]3)(=[O:28])=[O:27])[CH2:22][CH2:21]2)[N:3]=1. The yield is 0.330. (2) The product is [Br:1][C:2]1[C:11]2[C:6](=[C:7]([C:14]#[N:15])[CH:8]=[C:9]([OH:12])[CH:10]=2)[C:5](=[O:16])[N:4]([C:17]2[CH:22]=[CH:21][C:20]([OH:23])=[CH:19][CH:18]=2)[CH:3]=1. The reactants are [Br:1][C:2]1[C:11]2[C:6](=[C:7]([C:14]#[N:15])[CH:8]=[C:9]([O:12]C)[CH:10]=2)[C:5](=[O:16])[N:4]([C:17]2[CH:22]=[CH:21][C:20]([O:23]C)=[CH:19][CH:18]=2)[CH:3]=1.B(Br)(Br)Br. The catalyst is O. The yield is 0.360.